From a dataset of Reaction yield outcomes from USPTO patents with 853,638 reactions. Predict the reaction yield, written as a fraction of the theoretical maximum amount of product (1.0 means a 100% yield; for example, 0.34 means a 34% yield). (1) The reactants are Br[C:2]1[CH:9]=[CH:8][C:7]([O:10][CH3:11])=[CH:6][C:3]=1[C:4]#[N:5].[B:12]1([B:12]2[O:16][C:15]([CH3:18])([CH3:17])[C:14]([CH3:20])([CH3:19])[O:13]2)[O:16][C:15]([CH3:18])([CH3:17])[C:14]([CH3:20])([CH3:19])[O:13]1.C([O-])(=O)C.[K+]. The catalyst is O1CCOCC1.CS(C)=O. The product is [CH3:11][O:10][C:7]1[CH:8]=[CH:9][C:2]([B:12]2[O:16][C:15]([CH3:18])([CH3:17])[C:14]([CH3:20])([CH3:19])[O:13]2)=[C:3]([CH:6]=1)[C:4]#[N:5]. The yield is 0.570. (2) The reactants are Cl.[NH2:2][C:3]1([CH3:11])[CH2:9][CH2:8][C:7](=[O:10])[NH:6][C:4]1=[O:5].[N+:12]([C:15]1[CH:25]=[CH:24][CH:23]=[C:17]2[C:18]([O:20][C:21](=O)[C:16]=12)=[O:19])([O-:14])=[O:13].C([O-])(=O)C.[Na+]. The catalyst is C(O)(=O)C. The product is [N+:12]([C:15]1[CH:25]=[CH:24][CH:23]=[C:17]2[C:18]([N:2]([C:3]3([CH3:11])[CH2:9][CH2:8][C:7](=[O:10])[NH:6][C:4]3=[O:5])[C:21](=[O:20])[C:16]=12)=[O:19])([O-:14])=[O:13]. The yield is 0.680.